Predict the reactants needed to synthesize the given product. From a dataset of Full USPTO retrosynthesis dataset with 1.9M reactions from patents (1976-2016). (1) Given the product [F:20][C:21]1[CH:22]=[C:23]([NH:24][C:15](=[O:17])[CH2:14][C:9]2[NH:10][C:11](=[O:13])[CH:12]=[C:7]([N:1]3[CH2:2][CH2:3][O:4][CH2:5][CH2:6]3)[N:8]=2)[CH:25]=[C:26]([F:28])[CH:27]=1, predict the reactants needed to synthesize it. The reactants are: [N:1]1([C:7]2[N:8]=[C:9]([CH2:14][C:15]([O:17]CC)=O)[NH:10][C:11](=[O:13])[CH:12]=2)[CH2:6][CH2:5][O:4][CH2:3][CH2:2]1.[F:20][C:21]1[CH:22]=[C:23]([CH:25]=[C:26]([F:28])[CH:27]=1)[NH2:24]. (2) Given the product [NH2:24][CH2:23][C@@H:17]1[C@H:18]([CH3:22])[CH2:19][CH2:20][CH2:21][N:16]1[C:14]([C:9]1[N:10]=[C:11]([CH3:13])[S:12][C:8]=1[C:5]1[CH:4]=[CH:3][C:2]([F:1])=[CH:7][CH:6]=1)=[O:15], predict the reactants needed to synthesize it. The reactants are: [F:1][C:2]1[CH:7]=[CH:6][C:5]([C:8]2[S:12][C:11]([CH3:13])=[N:10][C:9]=2[C:14]([N:16]2[CH2:21][CH2:20][CH2:19][C@@H:18]([CH3:22])[C@H:17]2[CH2:23][NH:24]C(=O)OC(C)(C)C)=[O:15])=[CH:4][CH:3]=1.C(O)(C(F)(F)F)=O. (3) Given the product [Br:1][C:2]1[CH:3]=[C:4]2[C:9](=[CH:10][CH:11]=1)[N:8]=[N:7][C:6]([N+:12]([O-:14])=[O:13])=[C:5]2[NH:16][C:17]1[CH:18]=[CH:19][C:20]([C:23]([CH3:27])([CH3:26])[C:24]#[N:25])=[CH:21][CH:22]=1, predict the reactants needed to synthesize it. The reactants are: [Br:1][C:2]1[CH:3]=[C:4]2[C:9](=[CH:10][CH:11]=1)[N:8]=[N:7][C:6]([N+:12]([O-:14])=[O:13])=[C:5]2Cl.[NH2:16][C:17]1[CH:22]=[CH:21][C:20]([C:23]([CH3:27])([CH3:26])[C:24]#[N:25])=[CH:19][CH:18]=1.C([O-])([O-])=O.[K+].[K+]. (4) Given the product [O:1]1[CH2:5][CH2:4][CH:3]([O:6][S:14]([C:11]2[CH:12]=[CH:13][C:8]([CH3:7])=[CH:9][CH:10]=2)(=[O:16])=[O:15])[CH2:2]1, predict the reactants needed to synthesize it. The reactants are: [O:1]1[CH2:5][CH2:4][CH:3]([OH:6])[CH2:2]1.[CH3:7][C:8]1[CH:13]=[CH:12][C:11]([S:14](Cl)(=[O:16])=[O:15])=[CH:10][CH:9]=1. (5) The reactants are: [N:1]1[C:8]([Cl:9])=[N:7][C:5](Cl)=[N:4][C:2]=1Cl.[C:10]([C:14]1[CH:19]=[CH:18][C:17]([Li])=[CH:16][CH:15]=1)([CH3:13])([CH3:12])[CH3:11].[CH2:21]1[CH2:25]O[CH2:23][CH2:22]1.O. Given the product [C:10]([C:14]1[CH:19]=[CH:18][C:17]([C:2]2[N:4]=[C:5]([C:21]3[CH:25]=[CH:15][C:14]([C:10]([CH3:13])([CH3:12])[CH3:11])=[CH:23][CH:22]=3)[N:7]=[C:8]([Cl:9])[N:1]=2)=[CH:16][CH:15]=1)([CH3:13])([CH3:12])[CH3:11], predict the reactants needed to synthesize it. (6) Given the product [CH3:1][O:2][C:3]1[CH:8]=[C:7]([O:9][CH3:10])[CH:6]=[CH:5][C:4]=1[C:11]1[C:19]2[C:14](=[C:15]([F:20])[CH:16]=[CH:17][CH:18]=2)[N:13]([CH2:24][CH2:25][CH3:26])[N:12]=1, predict the reactants needed to synthesize it. The reactants are: [CH3:1][O:2][C:3]1[CH:8]=[C:7]([O:9][CH3:10])[CH:6]=[CH:5][C:4]=1[C:11]1[C:19]2[C:14](=[C:15]([F:20])[CH:16]=[CH:17][CH:18]=2)[NH:13][N:12]=1.[H-].[Na+].I[CH2:24][CH2:25][CH3:26]. (7) Given the product [CH3:16][O:17][C:18]1[CH:23]=[CH:22][CH:21]=[CH:20][C:19]=1[C:2]1[S:3][CH:4]=[C:5]([C:7]([N:9]2[CH2:14][CH2:13][CH2:12][CH2:11][CH:10]2[CH3:15])=[O:8])[N:6]=1, predict the reactants needed to synthesize it. The reactants are: I[C:2]1[S:3][CH:4]=[C:5]([C:7]([N:9]2[CH2:14][CH2:13][CH2:12][CH2:11][CH:10]2[CH3:15])=[O:8])[N:6]=1.[CH3:16][O:17][C:18]1[CH:23]=[CH:22][CH:21]=[CH:20][C:19]=1B(O)O.C(=O)([O-])[O-].[K+].[K+]. (8) Given the product [Cl:1][C:2]1[CH:3]=[N:4][C:5]2[C:10]([C:11]=1[O:12][CH2:13][C:14]13[CH2:15][CH2:16][C:17]([NH2:29])([CH2:18][CH2:19]1)[CH2:20][CH2:21]3)=[N:9][C:8]([O:25][CH3:26])=[CH:7][CH:6]=2, predict the reactants needed to synthesize it. The reactants are: [Cl:1][C:2]1[CH:3]=[N:4][C:5]2[C:10]([C:11]=1[O:12][CH2:13][C:14]13[CH2:21][CH2:20][C:17](C(O)=O)([CH2:18][CH2:19]1)[CH2:16][CH2:15]3)=[N:9][C:8]([O:25][CH3:26])=[CH:7][CH:6]=2.C([N:29](CC)CC)C.C1(P(N=[N+]=[N-])(C2C=CC=CC=2)=O)C=CC=CC=1. (9) Given the product [CH2:28]([O:27][C:25](=[O:26])[CH2:24][C:3]1([C:1]#[N:2])[C:16]2[CH:15]=[CH:14][CH:13]=[CH:12][C:11]=2[C:10]([CH3:18])([CH3:17])[C:9]2[C:4]1=[CH:5][CH:6]=[CH:7][CH:8]=2)[CH3:29], predict the reactants needed to synthesize it. The reactants are: [C:1]([CH:3]1[C:16]2[CH:15]=[CH:14][CH:13]=[CH:12][C:11]=2[C:10]([CH3:18])([CH3:17])[C:9]2[C:4]1=[CH:5][CH:6]=[CH:7][CH:8]=2)#[N:2].[O-]CC.[Na+].Br[CH2:24][C:25]([O:27][CH2:28][CH3:29])=[O:26].